From a dataset of Reaction yield outcomes from USPTO patents with 853,638 reactions. Predict the reaction yield, written as a fraction of the theoretical maximum amount of product (1.0 means a 100% yield; for example, 0.34 means a 34% yield). (1) The reactants are [F:1][C:2]1[CH:13]=[CH:12][C:5]([C:6]([N:8]([O:10][CH3:11])[CH3:9])=[O:7])=[CH:4][C:3]=1[OH:14].[CH:15](I)([CH3:17])[CH3:16].C([O-])([O-])=O.[Cs+].[Cs+].CN(C=O)C. The catalyst is C(Cl)Cl.O. The product is [F:1][C:2]1[CH:13]=[CH:12][C:5]([C:6]([N:8]([O:10][CH3:11])[CH3:9])=[O:7])=[CH:4][C:3]=1[O:14][CH:15]([CH3:17])[CH3:16]. The yield is 1.00. (2) The reactants are [F:1][C:2]1[CH:7]=[CH:6][C:5]([N:8]2[C:16]3[C:11](=[CH:12][C:13]([O:17][C@H:18]([C:22]4[CH:27]=[CH:26][C:25]([S:28][CH3:29])=[C:24]([O:30][CH3:31])[CH:23]=4)[C@@H:19]([NH2:21])[CH3:20])=[CH:14][CH:15]=3)[CH:10]=[N:9]2)=[CH:4][CH:3]=1.C(N(C(C)C)C(C)C)C.[F:41][C:42]([F:53])([F:52])[C:43](O[C:43](=[O:44])[C:42]([F:53])([F:52])[F:41])=[O:44]. The catalyst is C1COCC1. The product is [F:41][C:42]([F:53])([F:52])[C:43]([NH:21][C@@H:19]([CH3:20])[C@H:18]([O:17][C:13]1[CH:12]=[C:11]2[C:16](=[CH:15][CH:14]=1)[N:8]([C:5]1[CH:6]=[CH:7][C:2]([F:1])=[CH:3][CH:4]=1)[N:9]=[CH:10]2)[C:22]1[CH:27]=[CH:26][C:25]([S:28][CH3:29])=[C:24]([O:30][CH3:31])[CH:23]=1)=[O:44]. The yield is 0.150. (3) The reactants are C([O:8][C:9]1[CH:14]=[CH:13][C:12]([CH2:15][CH2:16][CH2:17][CH2:18][CH2:19][CH2:20][CH2:21][S:22]([F:25])(=[O:24])=[O:23])=[CH:11][CH:10]=1)C1C=CC=CC=1.B(F)(F)F.CCOCC. The catalyst is C(S)(S)C.C(OCC)C.O. The product is [OH:8][C:9]1[CH:10]=[CH:11][C:12]([CH2:15][CH2:16][CH2:17][CH2:18][CH2:19][CH2:20][CH2:21][S:22]([F:25])(=[O:24])=[O:23])=[CH:13][CH:14]=1. The yield is 0.700. (4) The reactants are COC1C=C(OC)C=CC=1C[N:6]([C:12]1[CH:17]=[C:16]([I:18])[C:15]([CH3:19])=[CH:14][N:13]=1)[C:7]([CH:9]1[CH2:11][CH2:10]1)=[O:8].C(O)(C(F)(F)F)=O. The catalyst is C(Cl)Cl. The product is [I:18][C:16]1[C:15]([CH3:19])=[CH:14][N:13]=[C:12]([NH:6][C:7]([CH:9]2[CH2:11][CH2:10]2)=[O:8])[CH:17]=1. The yield is 0.700. (5) The reactants are [C:1]([C:3]1[N:7]2[N:8]=[C:9]([C:12]3[CH:17]=[CH:16][C:15]([C:18]([N:20]4[CH2:25][CH2:24][O:23][CH2:22][CH2:21]4)=[O:19])=[CH:14][CH:13]=3)[CH:10]=[CH:11][C:6]2=[N:5][CH:4]=1)#[CH:2].[F:26][C:27]1[CH:28]=[C:29]2[CH:36]=[CH:35][NH:34][C:30]2=[N:31][C:32]=1I. No catalyst specified. The product is [F:26][C:27]1[CH:28]=[C:29]2[CH:36]=[CH:35][NH:34][C:30]2=[N:31][C:32]=1[C:2]#[C:1][C:3]1[N:7]2[N:8]=[C:9]([C:12]3[CH:13]=[CH:14][C:15]([C:18]([N:20]4[CH2:21][CH2:22][O:23][CH2:24][CH2:25]4)=[O:19])=[CH:16][CH:17]=3)[CH:10]=[CH:11][C:6]2=[N:5][CH:4]=1. The yield is 0.980.